From a dataset of NCI-60 drug combinations with 297,098 pairs across 59 cell lines. Regression. Given two drug SMILES strings and cell line genomic features, predict the synergy score measuring deviation from expected non-interaction effect. (1) Drug 1: C1=NNC2=C1C(=O)NC=N2. Drug 2: CCC1(C2=C(COC1=O)C(=O)N3CC4=CC5=C(C=CC(=C5CN(C)C)O)N=C4C3=C2)O.Cl. Cell line: NCI-H226. Synergy scores: CSS=14.1, Synergy_ZIP=-2.63, Synergy_Bliss=1.14, Synergy_Loewe=-15.6, Synergy_HSA=-1.32. (2) Drug 1: COC1=CC(=CC(=C1O)OC)C2C3C(COC3=O)C(C4=CC5=C(C=C24)OCO5)OC6C(C(C7C(O6)COC(O7)C8=CC=CS8)O)O. Drug 2: C1CNP(=O)(OC1)N(CCCl)CCCl. Cell line: SF-268. Synergy scores: CSS=27.4, Synergy_ZIP=5.18, Synergy_Bliss=6.51, Synergy_Loewe=-28.5, Synergy_HSA=5.46. (3) Drug 1: CCCS(=O)(=O)NC1=C(C(=C(C=C1)F)C(=O)C2=CNC3=C2C=C(C=N3)C4=CC=C(C=C4)Cl)F. Drug 2: CCC1(CC2CC(C3=C(CCN(C2)C1)C4=CC=CC=C4N3)(C5=C(C=C6C(=C5)C78CCN9C7C(C=CC9)(C(C(C8N6C=O)(C(=O)OC)O)OC(=O)C)CC)OC)C(=O)OC)O.OS(=O)(=O)O. Cell line: SF-539. Synergy scores: CSS=21.5, Synergy_ZIP=6.83, Synergy_Bliss=7.04, Synergy_Loewe=-20.6, Synergy_HSA=7.08.